From a dataset of Peptide-MHC class I binding affinity with 185,985 pairs from IEDB/IMGT. Regression. Given a peptide amino acid sequence and an MHC pseudo amino acid sequence, predict their binding affinity value. This is MHC class I binding data. (1) The peptide sequence is DIDILQTNSR. The MHC is HLA-A03:01 with pseudo-sequence HLA-A03:01. The binding affinity (normalized) is 0.616. (2) The peptide sequence is CHINVELSL. The MHC is HLA-B38:01 with pseudo-sequence HLA-B38:01. The binding affinity (normalized) is 0.633. (3) The peptide sequence is MHYKLDEVL. The MHC is HLA-A26:01 with pseudo-sequence HLA-A26:01. The binding affinity (normalized) is 0.0847. (4) The peptide sequence is KQIMECSRML. The MHC is HLA-A02:02 with pseudo-sequence HLA-A02:02. The binding affinity (normalized) is 0.630.